From a dataset of Catalyst prediction with 721,799 reactions and 888 catalyst types from USPTO. Predict which catalyst facilitates the given reaction. (1) Reactant: [C:1]([C:3]1[CH:4]=[CH:5][C:6]2[O:10][C:9]([C:11]([NH:13][C:14]3[CH:19]=[CH:18][C:17]([Cl:20])=[CH:16][N:15]=3)=[O:12])=[C:8]([NH:21][C:22]([C@H:24]3[CH2:29][CH2:28][C@H:27]([N:30]4[CH2:34][CH2:33][CH2:32][C:31]4=[O:35])[CH2:26][CH2:25]3)=[O:23])[C:7]=2[CH:36]=1)#[N:2].[Cl-].[OH:38][NH3+].C[O-].[Na+]. Product: [NH2:2][C:1]([C:3]1[CH:4]=[CH:5][C:6]2[O:10][C:9]([C:11]([NH:13][C:14]3[CH:19]=[CH:18][C:17]([Cl:20])=[CH:16][N:15]=3)=[O:12])=[C:8]([NH:21][C:22]([C@H:24]3[CH2:25][CH2:26][C@H:27]([N:30]4[CH2:34][CH2:33][CH2:32][C:31]4=[O:35])[CH2:28][CH2:29]3)=[O:23])[C:7]=2[CH:36]=1)=[O:38]. The catalyst class is: 376. (2) The catalyst class is: 7. Reactant: [NH2:1][C@@H:2]([CH2:33][C:34]1[CH:39]=[CH:38][CH:37]=[CH:36][CH:35]=1)[C@@H:3]([OH:32])[CH2:4][C@@H:5]([NH:19][C:20](=[O:31])[C@H:21]([C:27]([CH3:30])([CH3:29])[CH3:28])[NH:22][C:23]([O:25][CH3:26])=[O:24])[CH2:6][C:7]1[CH:12]=[CH:11][C:10]([C:13]2[CH:14]=[N:15][CH:16]=[CH:17][CH:18]=2)=[CH:9][CH:8]=1.[CH3:40][O:41][C:42]([NH:44][C@@H:45]([C:49]([CH3:52])([CH3:51])[CH3:50])[C:46](O)=[O:47])=[O:43].CCOP(ON1N=NC2C=CC=CC=2C1=O)(OCC)=O.C(N(CC)C(C)C)(C)C. Product: [CH3:40][O:41][C:42](=[O:43])[NH:44][C@@H:45]([C:49]([CH3:51])([CH3:50])[CH3:52])[C:46](=[O:47])[NH:1][C@@H:2]([CH2:33][C:34]1[CH:35]=[CH:36][CH:37]=[CH:38][CH:39]=1)[C@@H:3]([OH:32])[CH2:4][C@H:5]([CH2:6][C:7]1[CH:12]=[CH:11][C:10]([C:13]2[CH:14]=[N:15][CH:16]=[CH:17][CH:18]=2)=[CH:9][CH:8]=1)[NH:19][C:20](=[O:31])[C@H:21]([C:27]([CH3:30])([CH3:29])[CH3:28])[NH:22][C:23](=[O:24])[O:25][CH3:26]. (3) Reactant: [F:1][C:2]([F:33])([F:32])[C:3]1[CH:4]=[C:5]([C:9]2[O:13][N:12]=[C:11]([C:14]3[CH:22]=[CH:21][C:20]4[NH:19][C:18]5[CH:23]([CH2:26][C:27]([O:29]CC)=[O:28])[CH2:24][CH2:25][C:17]=5[C:16]=4[CH:15]=3)[N:10]=2)[CH:6]=[CH:7][CH:8]=1.[OH-].[Na+]. Product: [F:33][C:2]([F:1])([F:32])[C:3]1[CH:4]=[C:5]([C:9]2[O:13][N:12]=[C:11]([C:14]3[CH:22]=[CH:21][C:20]4[NH:19][C:18]5[CH:23]([CH2:26][C:27]([OH:29])=[O:28])[CH2:24][CH2:25][C:17]=5[C:16]=4[CH:15]=3)[N:10]=2)[CH:6]=[CH:7][CH:8]=1. The catalyst class is: 92. (4) Reactant: [Cl:1][C:2]1[CH:7]=[CH:6][C:5]([NH:8][C:9]2[N:14]=[C:13]([C:15](=[S:17])[NH2:16])[CH:12]=[CH:11][N:10]=2)=[CH:4][CH:3]=1.Cl[CH:19]([C:23](=O)[CH3:24])[C:20](=[O:22])[CH3:21].N1C=CC=CC=1. Product: [Cl:1][C:2]1[CH:3]=[CH:4][C:5]([NH:8][C:9]2[N:14]=[C:13]([C:15]3[S:17][C:19]([C:20](=[O:22])[CH3:21])=[C:23]([CH3:24])[N:16]=3)[CH:12]=[CH:11][N:10]=2)=[CH:6][CH:7]=1. The catalyst class is: 5. (5) Reactant: [NH:1]1[CH2:6][CH2:5][NH:4][CH2:3][CH2:2]1.Cl[CH2:8][C:9]1[CH:37]=[CH:36][C:12]([C:13]([NH:15][C:16]2[CH:21]=[CH:20][C:19]([CH3:22])=[C:18]([NH:23][C:24]3[N:29]=[C:28]([C:30]4[CH:31]=[N:32][CH:33]=[CH:34][CH:35]=4)[CH:27]=[CH:26][N:25]=3)[CH:17]=2)=[O:14])=[CH:11][CH:10]=1. Product: [CH3:22][C:19]1[CH:20]=[CH:21][C:16]([NH:15][C:13](=[O:14])[C:12]2[CH:11]=[CH:10][C:9]([CH2:8][N:1]3[CH2:6][CH2:5][NH:4][CH2:3][CH2:2]3)=[CH:37][CH:36]=2)=[CH:17][C:18]=1[NH:23][C:24]1[N:29]=[C:28]([C:30]2[CH:31]=[N:32][CH:33]=[CH:34][CH:35]=2)[CH:27]=[CH:26][N:25]=1. The catalyst class is: 40. (6) Reactant: [Cl:1][C:2]1[CH:7]=[CH:6][CH:5]=[C:4]([O:8][CH:9]2[CH2:14][C:13]([CH3:16])([CH3:15])[NH:12][C:11]([CH3:18])([CH3:17])[CH2:10]2)[N:3]=1.[CH3:19][O-:20].[Na+].CS(C)=O. Product: [ClH:1].[CH3:19][O:20][C:2]1[CH:7]=[CH:6][CH:5]=[C:4]([O:8][CH:9]2[CH2:14][C:13]([CH3:16])([CH3:15])[NH:12][C:11]([CH3:18])([CH3:17])[CH2:10]2)[N:3]=1. The catalyst class is: 6. (7) Reactant: [Cl:1][C:2]1[CH:7]=[C:6]([C:8]([F:11])([F:10])[F:9])[CH:5]=[CH:4][C:3]=1[N:12]([CH2:32][CH3:33])[C:13]1[N:14]=[C:15]([C:22]2[CH:23]=[CH:24][CH:25]=[C:26]3[C:31]=2[N:30]=[CH:29][CH:28]=[CH:27]3)[C:16]2[NH:21][N:20]=[CH:19][C:17]=2[N:18]=1.[Br:34]NC(=O)CCC(N)=O.O. Product: [Br:34][C:19]1[C:17]2[N:18]=[C:13]([N:12]([C:3]3[CH:4]=[CH:5][C:6]([C:8]([F:9])([F:11])[F:10])=[CH:7][C:2]=3[Cl:1])[CH2:32][CH3:33])[N:14]=[C:15]([C:22]3[CH:23]=[CH:24][CH:25]=[C:26]4[C:31]=3[N:30]=[CH:29][CH:28]=[CH:27]4)[C:16]=2[NH:21][N:20]=1. The catalyst class is: 9.